This data is from Forward reaction prediction with 1.9M reactions from USPTO patents (1976-2016). The task is: Predict the product of the given reaction. (1) The product is: [ClH:22].[CH3:36][C:33]1[CH:32]=[C:31]([CH2:30][NH:29][C:25]2[N:26]=[C:27]([NH:21][C:18]3[CH:17]=[C:16]([CH2:15][CH2:14][C:10]4[CH:11]=[CH:12][CH:13]=[C:8]([O:7][C:2]5[N:1]=[CH:6][CH:5]=[CH:4][N:3]=5)[CH:9]=4)[NH:20][N:19]=3)[CH:28]=[CH:23][N:24]=2)[O:35][N:34]=1. Given the reactants [N:1]1[CH:6]=[CH:5][CH:4]=[N:3][C:2]=1[O:7][C:8]1[CH:9]=[C:10]([CH2:14][CH2:15][C:16]2[NH:20][N:19]=[C:18]([NH2:21])[CH:17]=2)[CH:11]=[CH:12][CH:13]=1.[Cl:22][C:23]1[CH:28]=[CH:27][N:26]=[C:25]([NH:29][CH2:30][C:31]2[O:35][N:34]=[C:33]([CH3:36])[CH:32]=2)[N:24]=1, predict the reaction product. (2) Given the reactants [NH2:1][C:2]1[CH:3]=[C:4]([NH:13][C:14](=[O:16])[CH3:15])[CH:5]=[CH:6][C:7]=1[NH:8][CH2:9][CH:10]1[CH2:12][CH2:11]1.CCN(C(C)C)[CH:20]([CH3:22])[CH3:21].[CH2:26]([O:28][C:29]1[CH:34]=[CH:33][C:32]([CH2:35][C:36](O)=O)=[CH:31][CH:30]=1)[CH3:27].CN(C(ON1N=NC2C=CC=NC1=2)=[N+](C)C)C.F[P-](F)(F)(F)(F)F, predict the reaction product. The product is: [CH2:22]([N:13]([C:4]1[CH:5]=[CH:6][C:7]2[N:8]([CH2:9][CH:10]3[CH2:11][CH2:12]3)[C:36]([CH2:35][C:32]3[CH:33]=[CH:34][C:29]([O:28][CH2:26][CH3:27])=[CH:30][CH:31]=3)=[N:1][C:2]=2[CH:3]=1)[C:14](=[O:16])[CH3:15])[CH:20]=[CH2:21]. (3) Given the reactants [Cl:1][C:2]1[CH:3]=[N:4][N:5]([CH3:17])[C:6]=1[C:7]1[S:8][CH:9]=[C:10]([C:12]([O:14]CC)=[O:13])[N:11]=1.[OH-].[K+], predict the reaction product. The product is: [Cl:1][C:2]1[CH:3]=[N:4][N:5]([CH3:17])[C:6]=1[C:7]1[S:8][CH:9]=[C:10]([C:12]([OH:14])=[O:13])[N:11]=1. (4) Given the reactants F[C:2](F)(F)C(O)=O.[OH:8][C:9]([CH3:25])([CH3:24])[CH2:10][C:11]([NH:13][CH2:14][C:15]1[CH:20]=[CH:19][CH:18]=[CH:17][C:16]=1[N+:21]([O-:23])=[O:22])=[O:12].C=O.C(Cl)(Cl)Cl, predict the reaction product. The product is: [CH3:24][C:9]1([CH3:25])[O:8][CH2:2][N:13]([CH2:14][C:15]2[CH:20]=[CH:19][CH:18]=[CH:17][C:16]=2[N+:21]([O-:23])=[O:22])[C:11](=[O:12])[CH2:10]1. (5) The product is: [CH2:1]([N:8]([CH2:13][C:14]#[C:15][CH3:16])[CH2:9][C:10]#[N:11])[C:2]1[CH:7]=[CH:6][CH:5]=[CH:4][CH:3]=1. Given the reactants [CH2:1]([NH:8][CH2:9][C:10]#[N:11])[C:2]1[CH:7]=[CH:6][CH:5]=[CH:4][CH:3]=1.Br[CH2:13][C:14]#[C:15][CH3:16].C(=O)([O-])[O-].[K+].[K+], predict the reaction product. (6) Given the reactants [O:1]1[C:5]([C:6]2[S:10][C:9]([S:11](Cl)(=[O:13])=[O:12])=[CH:8][CH:7]=2)=[CH:4][N:3]=[CH:2]1.[NH2:15][C:16]1[CH:17]=[C:18]([C:22]2[NH:26][N:25]=[N:24][N:23]=2)[CH:19]=[CH:20][CH:21]=1, predict the reaction product. The product is: [O:1]1[C:5]([C:6]2[S:10][C:9]([S:11]([NH:15][C:16]3[CH:21]=[CH:20][CH:19]=[C:18]([C:22]4[NH:26][N:25]=[N:24][N:23]=4)[CH:17]=3)(=[O:13])=[O:12])=[CH:8][CH:7]=2)=[CH:4][N:3]=[CH:2]1. (7) Given the reactants C[O:2][C:3](=[O:33])[C:4]([C:27]1[CH:32]=[CH:31][CH:30]=[CH:29][CH:28]=1)=[CH:5][C:6]1[CH:11]=[CH:10][C:9]([O:12][CH2:13][CH2:14][C:15]2[N:16]=[C:17]([C:21]3[CH:26]=[CH:25][CH:24]=[CH:23][CH:22]=3)[O:18][C:19]=2[CH3:20])=[CH:8][CH:7]=1.[Li+].[OH-], predict the reaction product. The product is: [CH3:20][C:19]1[O:18][C:17]([C:21]2[CH:22]=[CH:23][CH:24]=[CH:25][CH:26]=2)=[N:16][C:15]=1[CH2:14][CH2:13][O:12][C:9]1[CH:10]=[CH:11][C:6]([CH:5]=[C:4]([C:27]2[CH:32]=[CH:31][CH:30]=[CH:29][CH:28]=2)[C:3]([OH:33])=[O:2])=[CH:7][CH:8]=1. (8) Given the reactants [NH2:1][C:2]1[C:6]([CH3:7])=[CH:5][S:4][C:3]=1C(OC)=O.[OH-].[Na+].C(O)(=O)C.C(O[CH:21]=[C:22]([C:28]([O:30][CH2:31][CH3:32])=[O:29])[C:23]([O:25][CH2:26][CH3:27])=[O:24])C, predict the reaction product. The product is: [CH3:7][C:6]1[C:2]([NH:1][CH:21]=[C:22]([C:23]([O:25][CH2:26][CH3:27])=[O:24])[C:28]([O:30][CH2:31][CH3:32])=[O:29])=[CH:3][S:4][CH:5]=1. (9) Given the reactants Br[CH2:2][CH2:3][CH2:4][CH2:5][CH2:6][CH2:7][CH2:8][CH2:9][CH2:10][CH2:11][CH2:12][CH2:13][CH2:14][CH2:15][CH2:16][CH2:17][CH2:18][CH2:19][CH2:20][CH2:21][CH2:22][CH2:23][C:24]([F:36])([F:35])[C:25]([F:34])([F:33])[C:26]([F:32])([F:31])[C:27]([F:30])([F:29])[F:28].[P:37]([O:44]CC)([O:41][CH2:42][CH3:43])[O:38][CH2:39][CH3:40], predict the reaction product. The product is: [CH2:39]([O:38][P:37]([CH2:2][CH2:3][CH2:4][CH2:5][CH2:6][CH2:7][CH2:8][CH2:9][CH2:10][CH2:11][CH2:12][CH2:13][CH2:14][CH2:15][CH2:16][CH2:17][CH2:18][CH2:19][CH2:20][CH2:21][CH2:22][CH2:23][C:24]([F:36])([F:35])[C:25]([F:34])([F:33])[C:26]([F:32])([F:31])[C:27]([F:30])([F:29])[F:28])([O:41][CH2:42][CH3:43])=[O:44])[CH3:40].